This data is from Catalyst prediction with 721,799 reactions and 888 catalyst types from USPTO. The task is: Predict which catalyst facilitates the given reaction. Reactant: [CH3:1][C:2]1[CH:3]=[CH:4][C:5]2[O:9][C:8]([N:10]3[CH2:15][CH2:14][CH2:13][CH2:12][C@H:11]3[C:16]([O:18]CC3C=CC=CC=3)=[O:17])=[N:7][C:6]=2[CH:26]=1. Product: [CH3:1][C:2]1[CH:3]=[CH:4][C:5]2[O:9][C:8]([N:10]3[CH2:15][CH2:14][CH2:13][CH2:12][C@H:11]3[C:16]([OH:18])=[O:17])=[N:7][C:6]=2[CH:26]=1. The catalyst class is: 29.